This data is from Catalyst prediction with 721,799 reactions and 888 catalyst types from USPTO. The task is: Predict which catalyst facilitates the given reaction. (1) Reactant: CC(O)=O.Cl[C:6]1[N:7]=[N:8][CH:9]=[C:10]([Cl:13])[C:11]=1[NH2:12].[CH:14]([NH2:17])([CH3:16])[CH3:15]. Product: [Cl:13][C:10]1[C:11]([NH2:12])=[C:6]([NH:17][CH:14]([CH3:16])[CH3:15])[N:7]=[N:8][CH:9]=1. The catalyst class is: 5. (2) Reactant: [CH:1]1([NH2:5])[CH2:4][CH2:3][CH2:2]1.[CH2:6]1[CH2:12][S:9](=[O:11])(=[O:10])[O:8][CH2:7]1.C1COCC1. Product: [CH:1]1([NH:5][CH2:7][CH2:6][CH2:12][S:9]([OH:11])(=[O:10])=[O:8])[CH2:4][CH2:3][CH2:2]1. The catalyst class is: 10. (3) Reactant: [C:1]([O:5][C:6](=[O:12])[CH2:7][CH2:8][C:9]([OH:11])=O)([CH3:4])([CH3:3])[CH3:2].Cl.[NH2:14][C@H:15]([CH2:22][C:23]1[CH:28]=[CH:27][C:26]([Br:29])=[CH:25][CH:24]=1)[CH2:16][C:17]([O:19][CH2:20][CH3:21])=[O:18].CN(C(ON1N=NC2C=CC=NC1=2)=[N+](C)C)C.F[P-](F)(F)(F)(F)F. Product: [Br:29][C:26]1[CH:25]=[CH:24][C:23]([CH2:22][C@@H:15]([NH:14][C:9](=[O:11])[CH2:8][CH2:7][C:6]([O:5][C:1]([CH3:2])([CH3:3])[CH3:4])=[O:12])[CH2:16][C:17]([O:19][CH2:20][CH3:21])=[O:18])=[CH:28][CH:27]=1. The catalyst class is: 85. (4) Reactant: [N+:1]([C:4]1[C:14]([N+]([O-])=O)=[CH:13][C:12]2[CH:11]3[CH2:18][CH2:19][CH:7]([CH2:8][N:9]([C:20](=[O:25])[C:21]([F:24])([F:23])[F:22])[CH2:10]3)[C:6]=2[CH:5]=1)([O-:3])=[O:2].C([O-])(=[O:28])C.[K+]. Product: [F:22][C:21]([F:24])([F:23])[C:20]([N:9]1[CH2:10][CH:11]2[CH2:18][CH2:19][CH:7]([C:6]3[CH:5]=[C:4]([N+:1]([O-:3])=[O:2])[C:14]([OH:28])=[CH:13][C:12]=32)[CH2:8]1)=[O:25]. The catalyst class is: 58. (5) Reactant: Br[CH2:2][C:3]1[CH:12]=[C:11]2[C:6]([CH:7]=[CH:8][CH:9]=[N:10]2)=[CH:5][CH:4]=1.[N-:13]=[N+:14]=[N-:15].[Na+].O. Product: [N:13]([CH2:2][C:3]1[CH:12]=[C:11]2[C:6]([CH:7]=[CH:8][CH:9]=[N:10]2)=[CH:5][CH:4]=1)=[N+:14]=[N-:15]. The catalyst class is: 3.